This data is from Forward reaction prediction with 1.9M reactions from USPTO patents (1976-2016). The task is: Predict the product of the given reaction. (1) Given the reactants P(Cl)(Cl)(Cl)(Cl)Cl.[CH3:7][N:8]1[CH2:13]N(C)CN(C)[CH2:9]1.[F:16][C:17]1[CH:39]=[CH:38][CH:37]=[C:36]([F:40])[C:18]=1[C:19]([NH:21][C:22]([NH:24][C:25]1[CH:30]=[CH:29][C:28]([S:31][CH:32]([F:34])[F:33])=[CH:27][C:26]=1[F:35])=[O:23])=[O:20].C(N(CC)CC)C.[OH-].[Na+], predict the reaction product. The product is: [F:16][C:17]1[CH:39]=[CH:38][CH:37]=[C:36]([F:40])[C:18]=1[C:19]([N:21]1[CH2:9][N:8]([CH3:13])[CH2:7][N:24]([C:25]2[CH:30]=[CH:29][C:28]([S:31][CH:32]([F:33])[F:34])=[CH:27][C:26]=2[F:35])[C:22]1=[O:23])=[O:20]. (2) Given the reactants C[O:2][C:3](=O)[CH2:4][C:5]1[C:6]([F:16])=[C:7]2[C:12](=[CH:13][C:14]=1[F:15])[N:11]=[CH:10][CH:9]=[CH:8]2.O.[NH2:19][NH2:20], predict the reaction product. The product is: [F:16][C:6]1[C:5]([CH2:4][C:3]([NH:19][NH2:20])=[O:2])=[C:14]([F:15])[CH:13]=[C:12]2[C:7]=1[CH:8]=[CH:9][CH:10]=[N:11]2. (3) Given the reactants Cl[C:2]1[N:3]=[N:4][C:5]([Cl:11])=[CH:6][C:7]=1[NH:8][CH2:9][CH3:10].[NH2:12][NH2:13], predict the reaction product. The product is: [Cl:11][C:5]1[N:4]=[N:3][C:2]([NH:12][NH2:13])=[C:7]([NH:8][CH2:9][CH3:10])[CH:6]=1. (4) The product is: [Br:9][C:5]1[CH:4]=[C:3]([CH3:10])[C:2]([F:11])=[CH:7][C:6]=1[CH3:8]. Given the reactants N[C:2]1[CH:7]=[C:6]([CH3:8])[C:5]([Br:9])=[CH:4][C:3]=1[CH3:10].[F:11][B-](F)(F)F.[H+].N([O-])=O.[Na+], predict the reaction product. (5) Given the reactants Cl[C:2]1[C:3]2[CH:10]=[CH:9][NH:8][C:4]=2[N:5]=[CH:6][N:7]=1.[N+:11]([C:14]1[CH:19]=[CH:18][C:17]([OH:20])=[CH:16][CH:15]=1)([O-:13])=[O:12].C(=O)([O-])[O-].[K+].[K+].O, predict the reaction product. The product is: [N+:11]([C:14]1[CH:19]=[CH:18][C:17]([O:20][C:2]2[C:3]3[CH:10]=[CH:9][NH:8][C:4]=3[N:5]=[CH:6][N:7]=2)=[CH:16][CH:15]=1)([O-:13])=[O:12].